This data is from Catalyst prediction with 721,799 reactions and 888 catalyst types from USPTO. The task is: Predict which catalyst facilitates the given reaction. (1) Reactant: Cl[C:2]1[N:6]([CH3:7])[C:5]2[C:8]([CH:14]([CH2:17][CH3:18])[CH2:15][CH3:16])=[CH:9][CH:10]=[C:11]([O:12][CH3:13])[C:4]=2[N:3]=1.C(=O)([O-])[O-].[K+].[K+].[CH3:25][N:26]1[C:30]([CH3:31])=[C:29]([CH3:32])[C:28]([OH:33])=[N:27]1.CN1C(O)=C(C)C(C)=N1. Product: [CH2:15]([CH:14]([C:8]1[C:5]2[N:6]([CH3:7])[C:2]([O:33][C:28]3[C:29]([CH3:32])=[C:30]([CH3:31])[N:26]([CH3:25])[N:27]=3)=[N:3][C:4]=2[C:11]([O:12][CH3:13])=[CH:10][CH:9]=1)[CH2:17][CH3:18])[CH3:16]. The catalyst class is: 35. (2) Reactant: C([O:3][C:4]([C:6]1[C:7]([C:12]2[CH:17]=[CH:16][CH:15]=[C:14]([F:18])[CH:13]=2)=[N:8][O:9][C:10]=1[CH3:11])=O)C.[H-].[Al+3].[Li+].[H-].[H-].[H-].O.[OH-].[Na+]. Product: [F:18][C:14]1[CH:13]=[C:12]([C:7]2[C:6]([CH2:4][OH:3])=[C:10]([CH3:11])[O:9][N:8]=2)[CH:17]=[CH:16][CH:15]=1. The catalyst class is: 1.